This data is from Experimentally validated miRNA-target interactions with 360,000+ pairs, plus equal number of negative samples. The task is: Binary Classification. Given a miRNA mature sequence and a target amino acid sequence, predict their likelihood of interaction. (1) The miRNA is hsa-miR-4767 with sequence CGCGGGCGCUCCUGGCCGCCGCC. The protein sequence of the target gene is MNRYAVSSLVGQGSFGCVYKATRKDDSKVVAIKVISKRGRATKELKNLRRECDIQARLKHPHVIEMIESFESKTDLFVVTEFALMDLHRYLSYNGAMGEEPARRVTGHLVSALYYLHSNRILHRDLKPQNVLLDKNMHAKLCDFGLARNMTLGTHVLTSIKGTPLYMAPELLAEQPYDHHADMWSLGCIAYESMAGQPPFCASSILHLVKMIKHEDVKWPSTLTSECRSFLQGLLEKDPGLRISWTQLLCHPFVEGRIFIAETQAEAAKESPFTNPEAKVKSSKQSDPEVGDLDEALAAL.... Result: 0 (no interaction). (2) The miRNA is hsa-miR-1225-3p with sequence UGAGCCCCUGUGCCGCCCCCAG. The protein sequence of the target gene is MNMKQKSVYQQTKALLCKNFLKKWRMKRESLLEWGLSILLGLCIALFSSSMRNVQFPGMAPQNLGRVDKFNSSSLMVVYTPISNLTQQIMNKTALAPLLKGTSVIGAPNKTHMDEILLENLPYAMGIIFNETFSYKLIFFQGYNSPLWKEDFSAHCWDGYGEFSCTLTKYWNRGFVALQTAINTAIIEITTNHPVMEELMSVTAITMKTLPFITKNLLHNEMFILFFLLHFSPLVYFISLNVTKERKKSKNLMKMMGLQDSAFWLSWGLIYAGFIFIISIFVTIIITFTQIIVMTGFMVI.... Result: 0 (no interaction). (3) Result: 0 (no interaction). The protein sequence of the target gene is MPENPAAEKMQVLQVLDRLRGKLQEKGDTTQNEKLSAFYETLKSPLFNQILTLQQSIKQLKGQLSHIPSDCSANFDFSRKGLLVFTDGSITNGNAQRPCSNVTASELLPWTQKSASEDFNSVIQQMAQGRHVEYIDIERPSTGGLGFSVVALRSQSLGLIDIFVKEVHPGSVADRDHRLKENDQILAINDTPLDQNISHQQAIALLQQATGSLRLVVAREVGHTQGRASTSSADTTLPETVCWGHTEEVELINDGSGLGFGIVGGKSSGVVVRTIVPGGLADRDGRLQTGDHILKIGGTN.... The miRNA is dme-miR-283-5p with sequence AAAUAUCAGCUGGUAAUUCUGG.